From a dataset of Catalyst prediction with 721,799 reactions and 888 catalyst types from USPTO. Predict which catalyst facilitates the given reaction. (1) Reactant: [Cl:1][C:2]1[CH:7]=[C:6]([N:8]=[C:9]=[O:10])[CH:5]=[C:4]([Cl:11])[N:3]=1.[NH2:12][CH2:13][CH2:14][CH2:15][NH:16][C:17]1[CH:22]=[C:21]([C:23]2[CH:28]=[CH:27][CH:26]=[C:25]([CH3:29])[C:24]=2[CH3:30])[N:20]=[C:19]([NH2:31])[N:18]=1. Product: [NH2:31][C:19]1[N:18]=[C:17]([NH:16][CH2:15][CH2:14][CH2:13][NH:12][C:9](=[O:10])[NH:8][C:6]2[CH:5]=[C:4]([Cl:11])[N:3]=[C:2]([Cl:1])[CH:7]=2)[CH:22]=[C:21]([C:23]2[CH:28]=[CH:27][CH:26]=[C:25]([CH3:29])[C:24]=2[CH3:30])[N:20]=1. The catalyst class is: 5. (2) Reactant: [Cl:1][C:2]1[CH:7]=[CH:6][C:5]([NH:8][C:9](=[S:11])[CH3:10])=[CH:4][CH:3]=1.C([Li])CCC.Br[CH2:18][CH2:19][CH:20]=[C:21]([CH3:23])[CH3:22].[Cl-].[NH4+]. Product: [Cl:1][C:2]1[CH:3]=[CH:4][C:5]([NH:8][C:9](=[S:11])[CH2:10][CH2:18][CH2:19][CH:20]=[C:21]([CH3:23])[CH3:22])=[CH:6][CH:7]=1. The catalyst class is: 7. (3) Reactant: [F:1][C:2]1[C:3]([CH:19]([OH:21])[CH3:20])=[C:4]([C:8]2[O:9][C:10]3[CH:16]=[CH:15][C:14]([C:17]#[N:18])=[CH:13][C:11]=3[CH:12]=2)[CH:5]=[N:6][CH:7]=1. Product: [F:1][C:2]1[C:3]([C@@H:19]([OH:21])[CH3:20])=[C:4]([C:8]2[O:9][C:10]3[CH:16]=[CH:15][C:14]([C:17]#[N:18])=[CH:13][C:11]=3[CH:12]=2)[CH:5]=[N:6][CH:7]=1.[F:1][C:2]1[C:3]([C@H:19]([OH:21])[CH3:20])=[C:4]([C:8]2[O:9][C:10]3[CH:16]=[CH:15][C:14]([C:17]#[N:18])=[CH:13][C:11]=3[CH:12]=2)[CH:5]=[N:6][CH:7]=1. The catalyst class is: 194.